From a dataset of Catalyst prediction with 721,799 reactions and 888 catalyst types from USPTO. Predict which catalyst facilitates the given reaction. (1) Reactant: [C:1]1([CH3:10])[CH:6]=[CH:5][C:4]([S:7]([OH:9])=[O:8])=[CH:3][CH:2]=1.[Li].[S:12]([CH2:16][CH2:17][NH:18][C:19](=[O:22])[CH2:20]Br)([OH:15])(=[O:14])=[O:13].O. Product: [CH3:10][C:1]1[CH:6]=[CH:5][C:4]([S:7]([CH2:20][C:19]([NH:18][CH2:17][CH2:16][S:12]([OH:15])(=[O:14])=[O:13])=[O:22])(=[O:9])=[O:8])=[CH:3][CH:2]=1. The catalyst class is: 8. (2) Reactant: [CH3:1][C@H:2]1[C@@H:7]2[CH2:8][CH2:9][C:10]([CH3:12])=[CH:11][C@@H:6]2[C@H:5]([C@H:13]([C:15]([OH:17])=[O:16])[CH3:14])[CH2:4][CH2:3]1.C1C=CC(C2C3NC(C(C4C=CC=CC=4)=C4C=CC(=C(C5C=CC=CC=5)C5C=CC(=C(C6C=CC=CC=6)C6C=CC=2N=6)N=5)N4)=CC=3)=CC=1.[O:66]=[O:67].FC(F)(F)C(O)=[O:71]. Product: [CH3:1][C@H:2]1[C@@H:7]2[CH2:8][CH2:9][C@:10]3([CH3:12])[O:66][O:67][C@:6]42[C@H:5]([C@@H:13]([CH3:14])[C:15]([O:17][C@@H:11]4[O:71]3)=[O:16])[CH2:4][CH2:3]1. The catalyst class is: 11. (3) Reactant: CS(O)(=O)=O.Cl[C:7]1[N:12]=[C:11]([O:13][CH3:14])[C:10]([F:15])=[CH:9][N:8]=1.[CH3:16][C:17]1[CH:18]=[C:19]([CH:21]=[C:22]([B:24]2[O:28][C:27]([CH3:30])([CH3:29])[C:26]([CH3:32])([CH3:31])[O:25]2)[CH:23]=1)[NH2:20]. Product: [F:15][C:10]1[C:11]([O:13][CH3:14])=[N:12][C:7]([NH:20][C:19]2[CH:21]=[C:22]([B:24]3[O:28][C:27]([CH3:29])([CH3:30])[C:26]([CH3:32])([CH3:31])[O:25]3)[CH:23]=[C:17]([CH3:16])[CH:18]=2)=[N:8][CH:9]=1. The catalyst class is: 225. (4) Reactant: C(OC([N:8]1[CH2:12][C@@H:11]([CH2:13][N:14]([CH:31]([CH3:33])[CH3:32])[C:15](=[O:30])[C:16]2[CH:21]=[CH:20][C:19]([O:22][CH3:23])=[C:18]([O:24][CH2:25][CH2:26][CH2:27][O:28][CH3:29])[CH:17]=2)[C@H:10]([C:34](=[O:43])[NH:35][CH2:36][C:37]2[CH:42]=[CH:41][CH:40]=[CH:39][CH:38]=2)[CH2:9]1)=O)(C)(C)C.C(O)(C(F)(F)F)=O.C([O-])(O)=O.[Na+]. Product: [CH2:36]([NH:35][C:34]([C@H:10]1[C@H:11]([CH2:13][N:14]([CH:31]([CH3:33])[CH3:32])[C:15](=[O:30])[C:16]2[CH:21]=[CH:20][C:19]([O:22][CH3:23])=[C:18]([O:24][CH2:25][CH2:26][CH2:27][O:28][CH3:29])[CH:17]=2)[CH2:12][NH:8][CH2:9]1)=[O:43])[C:37]1[CH:42]=[CH:41][CH:40]=[CH:39][CH:38]=1. The catalyst class is: 2. (5) Reactant: Cl[C:2]1[CH:3]=C(CC(O)=O)C=[CH:6][C:7]=1O.C1(C)C=CC(S(O)(=O)=O)=CC=1.[Cl:24][C:25]1[CH:26]=[C:27]([CH2:32][C:33]([O:35][CH2:36][CH3:37])=[O:34])[CH:28]=[CH:29][C:30]=1[OH:31].OC1C=CC(CC([O-])=O)=CC=1.[H-].[Na+].ICCCC. Product: [Cl:24][C:25]1[CH:26]=[C:27]([CH2:32][C:33]([O:35][CH2:36][CH3:37])=[O:34])[CH:28]=[CH:29][C:30]=1[O:31][CH2:3][CH2:2][CH2:7][CH3:6]. The catalyst class is: 8. (6) Reactant: [N+:1]([C:4]1[CH:9]=[CH:8][C:7]([C:10]([NH:13][C:14](=[O:20])[O:15][C:16]([CH3:19])([CH3:18])[CH3:17])([CH3:12])[CH3:11])=[CH:6][CH:5]=1)([O-])=O. Product: [NH2:1][C:4]1[CH:9]=[CH:8][C:7]([C:10]([NH:13][C:14](=[O:20])[O:15][C:16]([CH3:19])([CH3:18])[CH3:17])([CH3:12])[CH3:11])=[CH:6][CH:5]=1. The catalyst class is: 29.